From a dataset of Reaction yield outcomes from USPTO patents with 853,638 reactions. Predict the reaction yield, written as a fraction of the theoretical maximum amount of product (1.0 means a 100% yield; for example, 0.34 means a 34% yield). The reactants are [CH2:1]([C:3]([OH:35])([CH2:33][CH3:34])/[CH:4]=[CH:5]/[C:6]1[CH:11]=[CH:10][C:9]([C:12]([CH2:30][CH3:31])([C:15]2[CH:20]=[CH:19][C:18](B3OC(C)(C)C(C)(C)O3)=[CH:17][CH:16]=2)[CH2:13][CH3:14])=[CH:8][C:7]=1[CH3:32])[CH3:2].[CH2:36]([O:38][C:39](=[O:48])[CH2:40][C:41]1[CH:42]=[N:43][C:44](Cl)=[CH:45][CH:46]=1)[CH3:37].P([O-])([O-])([O-])=O.[K+].[K+].[K+]. The catalyst is CN(C)C=O. The product is [CH2:36]([O:38][C:39](=[O:48])[CH2:40][C:41]1[CH:42]=[N:43][C:44]([C:18]2[CH:17]=[CH:16][C:15]([C:12]([CH2:30][CH3:31])([C:9]3[CH:10]=[CH:11][C:6](/[CH:5]=[CH:4]/[C:3]([CH2:33][CH3:34])([OH:35])[CH2:1][CH3:2])=[C:7]([CH3:32])[CH:8]=3)[CH2:13][CH3:14])=[CH:20][CH:19]=2)=[CH:45][CH:46]=1)[CH3:37]. The yield is 0.690.